Dataset: Forward reaction prediction with 1.9M reactions from USPTO patents (1976-2016). Task: Predict the product of the given reaction. (1) Given the reactants [F:1][C:2]1[CH:7]=[CH:6][C:5]([CH:8]2[NH:12][NH:11][C:10]([C:13]3[S:14][CH:15]=[CH:16][CH:17]=3)=[CH:9]2)=[CH:4][CH:3]=1, predict the reaction product. The product is: [F:1][C:2]1[CH:3]=[CH:4][C:5]([C:8]2[CH:9]=[C:10]([C:13]3[S:14][CH:15]=[CH:16][CH:17]=3)[NH:11][N:12]=2)=[CH:6][CH:7]=1. (2) Given the reactants [OH:1][CH:2]([C:8]1[CH:9]=[N:10][CH:11]=[C:12]([C:14]2[CH:15]=[C:16]3[C:22](I)=[CH:21][N:20]([CH2:24][O:25][CH2:26][CH2:27][Si:28]([CH3:31])([CH3:30])[CH3:29])[C:17]3=[N:18][CH:19]=2)[CH:13]=1)[C:3]([N:5]([CH3:7])[CH3:6])=[O:4].C([Sn](CCCC)(CCCC)[C:37]1[O:38][CH:39]=[CH:40][N:41]=1)CCC, predict the reaction product. The product is: [OH:1][CH:2]([C:8]1[CH:9]=[N:10][CH:11]=[C:12]([C:14]2[CH:15]=[C:16]3[C:22]([C:37]4[O:38][CH:39]=[CH:40][N:41]=4)=[CH:21][N:20]([CH2:24][O:25][CH2:26][CH2:27][Si:28]([CH3:31])([CH3:30])[CH3:29])[C:17]3=[N:18][CH:19]=2)[CH:13]=1)[C:3]([N:5]([CH3:7])[CH3:6])=[O:4]. (3) Given the reactants Cl.[NH2:2][C:3]1[CH:8]=[CH:7][C:6]([S:9]([N:12]2[CH2:16][CH2:15][S:14][CH:13]2[C:17]([O:19]C)=[O:18])(=[O:11])=[O:10])=[CH:5][CH:4]=1.Cl, predict the reaction product. The product is: [NH2:2][C:3]1[CH:8]=[CH:7][C:6]([S:9]([N:12]2[CH2:16][CH2:15][S:14][CH:13]2[C:17]([OH:19])=[O:18])(=[O:11])=[O:10])=[CH:5][CH:4]=1. (4) Given the reactants [C:1]([CH2:4][C:5]1[CH:39]=[CH:38][C:8]([CH2:9][CH2:10][CH2:11][NH:12][C:13]2[CH:18]=[C:17]([O:19][CH3:20])[CH:16]=[CH:15][C:14]=2[C@@H:21]2[CH2:30][CH2:29][C:28]3[CH:27]=[C:26]([O:31]C(=O)C(C)(C)C)[CH:25]=[CH:24][C:23]=3[CH2:22]2)=[CH:7][CH:6]=1)(O)=O.[NH3:40], predict the reaction product. The product is: [NH2:40][CH2:1][CH2:4][C:5]1[CH:6]=[CH:7][C:8]([CH2:9][CH2:10][CH2:11][NH:12][C:13]2[CH:18]=[C:17]([O:19][CH3:20])[CH:16]=[CH:15][C:14]=2[C@@H:21]2[CH2:30][CH2:29][C:28]3[CH:27]=[C:26]([OH:31])[CH:25]=[CH:24][C:23]=3[CH2:22]2)=[CH:38][CH:39]=1. (5) The product is: [CH2:8]([N:12]1[C:16]2[C:17](=[O:22])[N:18]([CH3:21])[N:19]=[CH:20][C:15]=2[N:14]=[C:13]1[N:23]1[CH2:24][CH2:25][NH:26][CH2:27][CH2:28]1)[C:9]#[C:10][CH3:11]. Given the reactants FC(F)(F)C(O)=O.[CH2:8]([N:12]1[C:16]2[C:17](=[O:22])[N:18]([CH3:21])[N:19]=[CH:20][C:15]=2[N:14]=[C:13]1[N:23]1[CH2:28][CH2:27][N:26](C(OC(C)(C)C)=O)[CH2:25][CH2:24]1)[C:9]#[C:10][CH3:11], predict the reaction product. (6) The product is: [CH3:1][C:2]1[O:6][N:5]=[C:4]([C:7]2[CH:8]=[CH:9][CH:10]=[CH:11][CH:12]=2)[C:3]=1[C:13]([N:16]1[CH2:20][CH2:19][CH2:18][CH:17]1[CH2:21][C:22]1[CH:23]=[N:24][CH:25]=[CH:26][CH:27]=1)=[O:15]. Given the reactants [CH3:1][C:2]1[O:6][N:5]=[C:4]([C:7]2[CH:12]=[CH:11][CH:10]=[CH:9][CH:8]=2)[C:3]=1[C:13]([OH:15])=O.[NH:16]1[CH2:20][CH2:19][CH2:18][CH:17]1[CH2:21][C:22]1[CH:23]=[N:24][CH:25]=[CH:26][CH:27]=1.F[B-](F)(F)F.N1(OC(N(C)C)=[N+](C)C)C2C=CC=CC=2N=N1.C(N(C(C)C)CC)(C)C, predict the reaction product. (7) Given the reactants [CH:1]1[C:10]2[C:5](=[CH:6][CH:7]=[CH:8][CH:9]=2)[CH:4]=[CH:3][C:2]=1[C:11]([CH2:13][CH2:14][CH2:15][CH2:16][CH2:17][CH2:18][C:19]([OH:21])=O)=[O:12].[CH:22]1[CH:23]=[CH:24][C:25]2[N:30](O)N=[N:28][C:26]=2[CH:27]=1.C(Cl)CCl.C1(N)C=CC=CC=1N, predict the reaction product. The product is: [NH2:28][C:26]1[CH:27]=[CH:22][CH:23]=[CH:24][C:25]=1[NH:30][C:19](=[O:21])[CH2:18][CH2:17][CH2:16][CH2:15][CH2:14][CH2:13][C:11]([C:2]1[CH:3]=[CH:4][C:5]2[C:10](=[CH:9][CH:8]=[CH:7][CH:6]=2)[CH:1]=1)=[O:12].